This data is from Peptide-MHC class I binding affinity with 185,985 pairs from IEDB/IMGT. The task is: Regression. Given a peptide amino acid sequence and an MHC pseudo amino acid sequence, predict their binding affinity value. This is MHC class I binding data. (1) The binding affinity (normalized) is 0. The peptide sequence is LMTAISQGI. The MHC is HLA-A03:01 with pseudo-sequence HLA-A03:01. (2) The peptide sequence is TTENAAYQVL. The MHC is HLA-A02:01 with pseudo-sequence HLA-A02:01. The binding affinity (normalized) is 0.168.